From a dataset of Kinase inhibitor binding affinity data with 442 proteins and 68 drugs (Kd values). Regression. Given a target protein amino acid sequence and a drug SMILES string, predict the binding affinity score between them. We predict pKd (pKd = -log10(Kd in M); higher means stronger binding). Dataset: davis. (1) The drug is Cc1[nH]nc2ccc(-c3cncc(OCC(N)Cc4ccccc4)c3)cc12. The target protein (PIK3C2G) has sequence MAYSWQTDPNPNESHEKQYEHQEFLFVNQPHSSSQVSLGFDQIVDEISGKIPHYESEIDENTFFVPTAPKWDSTGHSLNEAHQISLNEFTSKSRELSWHQVSKAPAIGFSPSVLPKPQNTNKECSWGSPIGKHHGADDSRFSILAPSFTSLDKINLEKELENENHNYHIGFESSIPPTNSSFSSDFMPKEENKRSGHVNIVEPSLMLLKGSLQPGMWESTWQKNIESIGCSIQLVEVPQSSNTSLASFCNKVKKIRERYHAADVNFNSGKIWSTTTAFPYQLFSKTKFNIHIFIDNSTQPLHFMPCANYLVKDLIAEILHFCTNDQLLPKDHILSVCGSEEFLQNDHCLGSHKMFQKDKSVIQLHLQKSREAPGKLSRKHEEDHSQFYLNQLLEFMHIWKVSRQCLLTLIRKYDFHLKYLLKTQENVYNIIEEVKKICSVLGCVETKQITDAVNELSLILQRKGENFYQSSETSAKGLIEKVTTELSTSIYQLINVYCNS.... The pKd is 5.0. (2) The compound is CC1CCN(C(=O)CC#N)CC1N(C)c1ncnc2[nH]ccc12. The target protein (EPHA6) has sequence MQFPSPPAARSSPAPQAASSSEAAAPATGQPGPSCPVPGTSRRGRPGTPPAGRVEEEEEEEEEDVDKDPHPTQNTCLRCRHFSLRERKREPRRTMGGCEVREFLLQFGFFLPLLTAWPGDCSHVSNNQVVLLDTTTVLGELGWKTYPLNGWDAITEMDEYNRPIHTYQVCNVMEPNQNNWLRTNWISRDAAQKIYVEMKFTLRDCNSIPWVLGTCKETFNLFYMESDESHGIKFKPNQYTKIDTIAADESFTQMDLGDRILKLNTEIREVGPIERKGFYLAFQDIGACIALVSVRVFYKKCPFTVRNLAMFPDTIPRVDSSSLVEVRGSCVKSAEERDTPKLYCGADGDWLVPLGRCICSTGYEEIEGSCHACRPGFYKAFAGNTKCSKCPPHSLTYMEATSVCQCEKGYFRAEKDPPSMACTRPPSAPRNVVFNINETALILEWSPPSDTGGRKDLTYSVICKKCGLDTSQCEDCGGGLRFIPRHTGLINNSVIVLDFV.... The pKd is 5.0. (3) The compound is Cn1cc(C2=C(c3cn(C4CCN(Cc5ccccn5)CC4)c4ccccc34)C(=O)NC2=O)c2ccccc21. The target protein is PFCDPK1(Pfalciparum). The pKd is 5.0.